The task is: Predict the reactants needed to synthesize the given product.. This data is from Full USPTO retrosynthesis dataset with 1.9M reactions from patents (1976-2016). (1) Given the product [CH3:14][O:15][N:16]=[C:7]1[C:8]2[C:4](=[CH:3][C:2]([Cl:1])=[CH:10][C:9]=2[Cl:11])[CH2:5][CH2:6]1, predict the reactants needed to synthesize it. The reactants are: [Cl:1][C:2]1[CH:3]=[C:4]2[C:8](=[C:9]([Cl:11])[CH:10]=1)[C:7](=O)[CH2:6][CH2:5]2.Cl.[CH3:14][O:15][NH2:16]. (2) Given the product [C:20]([C:24]1[CH:28]=[C:27]([NH:29][C:30]([NH:32][C:33]2[CH:38]=[CH:37][C:36]([O:39][C:40]3[CH:45]=[CH:44][N:43]=[C:42]([NH:1][C:2]4[CH:17]=[C:16]([O:18][CH3:19])[CH:15]=[C:4]([O:5][CH2:6][CH2:7][O:8][CH2:9][CH2:10][O:11][CH2:12][CH2:13][OH:14])[CH:3]=4)[N:41]=3)=[C:35]([Cl:47])[C:34]=2[Cl:48])=[O:31])[N:26]([C:49]2[CH:54]=[CH:53][C:52]([CH3:55])=[CH:51][CH:50]=2)[N:25]=1)([CH3:23])([CH3:22])[CH3:21], predict the reactants needed to synthesize it. The reactants are: [NH2:1][C:2]1[CH:3]=[C:4]([CH:15]=[C:16]([O:18][CH3:19])[CH:17]=1)[O:5][CH2:6][CH2:7][O:8][CH2:9][CH2:10][O:11][CH2:12][CH2:13][OH:14].[C:20]([C:24]1[CH:28]=[C:27]([NH:29][C:30]([NH:32][C:33]2[CH:38]=[CH:37][C:36]([O:39][C:40]3[CH:45]=[CH:44][N:43]=[C:42](Cl)[N:41]=3)=[C:35]([Cl:47])[C:34]=2[Cl:48])=[O:31])[N:26]([C:49]2[CH:54]=[CH:53][C:52]([CH3:55])=[CH:51][CH:50]=2)[N:25]=1)([CH3:23])([CH3:22])[CH3:21].C([O-])(O)=O.[Na+]. (3) Given the product [Br:14][C:15]1[CH:16]=[CH:17][C:18]([O:25][CH3:26])=[C:19]([S:21]([NH:13][C:10]2[CH:11]=[N:12][C:7]([N:4]3[CH2:5][CH2:6][O:1][CH2:2][CH2:3]3)=[CH:8][CH:9]=2)(=[O:22])=[O:23])[CH:20]=1, predict the reactants needed to synthesize it. The reactants are: [O:1]1[CH2:6][CH2:5][N:4]([C:7]2[N:12]=[CH:11][C:10]([NH2:13])=[CH:9][CH:8]=2)[CH2:3][CH2:2]1.[Br:14][C:15]1[CH:16]=[CH:17][C:18]([O:25][CH3:26])=[C:19]([S:21](Cl)(=[O:23])=[O:22])[CH:20]=1. (4) Given the product [CH2:1]([O:5][C:6]1[CH:7]=[CH:8][C:9]([NH2:12])=[CH:10][CH:11]=1)[CH:2]([CH3:4])[CH3:3], predict the reactants needed to synthesize it. The reactants are: [CH2:1]([O:5][C:6]1[CH:11]=[CH:10][C:9]([N+:12]([O-])=O)=[CH:8][CH:7]=1)[CH:2]([CH3:4])[CH3:3]. (5) Given the product [F:1][C:2]1[CH:3]=[C:4]([CH2:9][C@@H:10]([C:25]2[C:30]([C:31]3[CH:32]=[C:33]([CH:37]=[CH:38][CH:39]=3)[C:34]([NH2:36])=[O:35])=[CH:29][CH:28]=[CH:27][N:26]=2)[NH:11][C:12](=[O:24])[CH2:13][C:14]2[CH:22]=[CH:17][CH:18]=[CH:19][CH:15]=2)[CH:5]=[C:6]([F:8])[CH:7]=1, predict the reactants needed to synthesize it. The reactants are: [F:1][C:2]1[CH:3]=[C:4]([CH2:9][C@@H:10]([C:25]2[C:30]([C:31]3[CH:32]=[C:33]([CH:37]=[CH:38][CH:39]=3)[C:34]([NH2:36])=[O:35])=[CH:29][CH:28]=[CH:27][N:26]=2)[NH:11][C:12](=[O:24])[CH2:13][C:14]2[C:22]3[C:17](=[CH:18][CH:19]=C(F)C=3)N[CH:15]=2)[CH:5]=[C:6]([F:8])[CH:7]=1.FC(F)(F)C(O)=O.N[C@H](C1C(C2C=C(C=CC=2)C(N)=O)=CC=CN=1)CC1C=C(F)C=C(F)C=1.C1(CC(O)=O)C=CC=CC=1. (6) Given the product [NH2:1][C:2]1[CH:10]=[CH:9][CH:8]=[C:7]([Cl:11])[C:3]=1[C:4]([NH:16][C:17]1[CH:22]=[CH:21][CH:20]=[CH:19][CH:18]=1)=[O:6], predict the reactants needed to synthesize it. The reactants are: [NH2:1][C:2]1[CH:10]=[CH:9][CH:8]=[C:7]([Cl:11])[C:3]=1[C:4]([OH:6])=O.O=S(Cl)Cl.[NH2:16][C:17]1[CH:22]=[CH:21][CH:20]=[CH:19][CH:18]=1.CCN(CC)CC. (7) Given the product [O:16]=[C:15]1[C@@H:10]2[CH2:9][N:8]([C:18]([O:20][CH2:21][C:22]3[CH:27]=[CH:26][CH:25]=[CH:24][CH:23]=3)=[O:19])[CH2:12][C@@H:11]2[CH2:13][CH2:14]1, predict the reactants needed to synthesize it. The reactants are: C([N:8]1[CH2:12][C@@H:11]2[CH2:13][CH2:14][C:15](=[O:16])[C@@H:10]2[CH2:9]1)C1C=CC=CC=1.Cl[C:18]([O:20][CH2:21][C:22]1[CH:27]=[CH:26][CH:25]=[CH:24][CH:23]=1)=[O:19]. (8) Given the product [OH:2][C:3]1[C:8]2[NH:9][C:10]([C:12]3[S:13][CH:14]=[CH:15][CH:16]=3)=[N:11][C:7]=2[C:6]([C:17]([NH:20][C@@H:21]([C:24]([CH3:27])([CH3:26])[CH3:25])[CH2:22][OH:23])=[O:19])=[CH:5][CH:4]=1, predict the reactants needed to synthesize it. The reactants are: C[O:2][C:3]1[C:8]2[NH:9][C:10]([C:12]3[S:13][CH:14]=[CH:15][CH:16]=3)=[N:11][C:7]=2[C:6]([C:17]([OH:19])=O)=[CH:5][CH:4]=1.[NH2:20][C@@H:21]([C:24]([CH3:27])([CH3:26])[CH3:25])[CH2:22][OH:23].